This data is from CYP1A2 inhibition data for predicting drug metabolism from PubChem BioAssay. The task is: Regression/Classification. Given a drug SMILES string, predict its absorption, distribution, metabolism, or excretion properties. Task type varies by dataset: regression for continuous measurements (e.g., permeability, clearance, half-life) or binary classification for categorical outcomes (e.g., BBB penetration, CYP inhibition). Dataset: cyp1a2_veith. (1) The molecule is Cn1c(C(=O)NCC2CCCO2)cc2c(=O)n3ccccc3nc21. The result is 1 (inhibitor). (2) The molecule is O=C(O)CCCSc1ccccc1. The result is 0 (non-inhibitor). (3) The molecule is COc1ccc(C(=O)NNC(=O)Cc2ccc(-c3ccccc3)cc2)cc1OC. The result is 0 (non-inhibitor).